From a dataset of Forward reaction prediction with 1.9M reactions from USPTO patents (1976-2016). Predict the product of the given reaction. (1) Given the reactants C(OC[O:5][C:6]1[CH:11]=[CH:10][C:9]([O:12][CH3:13])=[C:8]([O:14]COCC)[C:7]=1[CH3:19])C.Cl.O, predict the reaction product. The product is: [CH3:13][O:12][C:9]1[CH:10]=[CH:11][C:6]([OH:5])=[C:7]([CH3:19])[C:8]=1[OH:14]. (2) The product is: [Cl:29][C:26]1[CH:27]=[C:28]2[C:23]([C:22]([CH3:30])=[CH:21][N:20]2[S:17]([C:15]2[CH:14]=[CH:13][C:12]([O:31][CH3:32])=[C:11]([N:8]3[CH2:7][CH2:6][NH:5][CH2:10][CH2:9]3)[CH:16]=2)(=[O:19])=[O:18])=[CH:24][CH:25]=1. Given the reactants ClC(Cl)(Cl)C([N:5]1[CH2:10][CH2:9][N:8]([C:11]2[CH:16]=[C:15]([S:17]([N:20]3[C:28]4[C:23](=[CH:24][CH:25]=[C:26]([Cl:29])[CH:27]=4)[C:22]([CH3:30])=[CH:21]3)(=[O:19])=[O:18])[CH:14]=[CH:13][C:12]=2[O:31][CH3:32])[CH2:7][CH2:6]1)=O.[OH-].[K+], predict the reaction product. (3) Given the reactants [F:1][C:2]([F:20])([C:8]1[CH:13]=[CH:12][CH:11]=[C:10]([N:14]2[CH2:19][CH2:18][O:17][CH2:16][CH2:15]2)[CH:9]=1)[C:3]([O:5]CC)=[O:4].O.[OH-].[Li+], predict the reaction product. The product is: [F:20][C:2]([F:1])([C:8]1[CH:13]=[CH:12][CH:11]=[C:10]([N:14]2[CH2:19][CH2:18][O:17][CH2:16][CH2:15]2)[CH:9]=1)[C:3]([OH:5])=[O:4].